Dataset: Experimentally validated miRNA-target interactions with 360,000+ pairs, plus equal number of negative samples. Task: Binary Classification. Given a miRNA mature sequence and a target amino acid sequence, predict their likelihood of interaction. (1) The miRNA is hsa-miR-3913-5p with sequence UUUGGGACUGAUCUUGAUGUCU. The protein sequence of the target gene is MMAKSALRENGTNSETFRQRFRRFHYQEVAGPREAFSQLWELCCRWLRPEVRTKEQIVELLVLEQFLTVLPGEIQNWVQEQCPENGEEAVTLVEDLEREPGRPRSSVTVSVKGQEVRLEKMTPPKSSQELLSVRQESVEPQPRGVPKKERARSPDLGPQEQMNPKEKLKPFQRSGLPFPKSGVVSRLEQGEPWIPDLLGSKEKELPSGSHIGDRRVHADLLPSKKDRRSWVEQDHWSFEDEKVAGVHWGYEETRTLLAILSQTEFYEALRNCHRNSQVYGAVAERLREYGFLRTLEQCRT.... Result: 1 (interaction). (2) The miRNA is hsa-miR-1293 with sequence UGGGUGGUCUGGAGAUUUGUGC. Result: 0 (no interaction). The protein sequence of the target gene is MLFHSLSGPEVHGVIDEMDRRAKSEAPAISSAIDRGDTETTMPSISSDRAALCAGCGGKISDRYYLLAVDKQWHMRCLKCCECKLNLESELTCFSKDGSIYCKEDYYRRFSVQRCARCHLGISASEMVMRARDLVYHLNCFTCTTCNKMLTTGDHFGMKDSLVYCRLHFEALLQGEYPAHFNHADVAAAAAAAAAAKSAGLGAAGANPLGLPYYNGVGTVQKGRPRKRKSPGPGADLAAYNAALSCNENDAEHLDRDQPYPSSQKTKRMRTSFKHHQLRTMKSYFAINHNPDAKDLKQLA.... (3) The miRNA is rno-miR-206-3p with sequence UGGAAUGUAAGGAAGUGUGUGG. The protein sequence of the target gene is MGKISSLPTQLFKICLCDFLKIKIHIMSSSHLFYLALCLLTFTSSATAGPETLCGAELVDALQFVCGPRGFYFNKPTGYGSSIRRAPQTGIVDECCFRSCDLRRLEMYCAPLKPTKSARSIRAQRHTDMPKTQKEVHLKNTSRGSAGNKTYRM. Result: 1 (interaction). (4) The miRNA is hsa-miR-2277-3p with sequence UGACAGCGCCCUGCCUGGCUC. The protein sequence of the target gene is MPRATALGALVSLLLLLPLPRGAGGLGERPDATADYSELDGEEGTEQQLEHYHDPCKAAVFWGDIALDEDDLKLFHIDKARDWTKQTVGATGHSTGGLEEQASESSPDTTAMDTGTKEAGKDGRENTTLLHSPGTLHAAAKTFSPRVRRATTSRTERIWPGGVIPYVIGGNFTGSQRAIFKQAMRHWEKHTCVTFIERTDEESFIVFSYRTCGCCSYVGRRGGGPQAISIGKNCDKFGIVAHELGHVVGFWHEHTRPDRDQHVTIIRENIQPGQEYNFLKMEAGEVSSLGETYDFDSIMH.... Result: 1 (interaction). (5) The miRNA is hsa-miR-578 with sequence CUUCUUGUGCUCUAGGAUUGU. The protein sequence of the target gene is MEPGKRRTKDDTWKADDLRKHLWAIQSGGSKEERKHREKKLRKESEMDLPEHKEPRCRDPDQDARSRDRVAEVHTAKESPRGERDRDRQRERRRDAKDREKEKLKEKHREAEKSHSRGKDREKEKDRRARKEELRQTVAHHNLLGQETRDRQLLERAERKGRSVSKVRSEEKDEDSERGDEDRERRYRERKLQYGDSKDNPLKYWLYKEEGERRHRKPREPDRDNKHREKSSTREKREKYSKEKSNSFSDKGEERHKEKRHKEGFHFDDERHQSNVDRKEKSAKDEPRKRESQNGEHRNR.... Result: 0 (no interaction). (6) The miRNA is hsa-miR-4278 with sequence CUAGGGGGUUUGCCCUUG. The protein sequence of the target gene is MATSGRLGFTVRSLLNLPEQDAKPRVRREQQTCVPQTAAWLESECSHYLSSDESGLETSPADSSQLASLRRESPGSDPEKRRKRRVLFSKAQTLELERRFRQQRYLSAPEREQLARLLRLTPTQVKIWFQNHRYKLKRGRAPGITEPSDMAASSDLHAAPGLLRRVVVPVLVHDRPPSNNGRGEGTSAVPQDKCSARLATACPVPGYTAFGPGSALGLFPAYQHLAPPALVSWNW. Result: 0 (no interaction). (7) The miRNA is cel-miR-793 with sequence UGAGGUAUCUUAGUUAGACAGA. The protein sequence of the target gene is MEDFRGIAEESFPSFLTNSLFGNSGILENVTLSSNLGLPVAVSTLARDRSSTDNRYPDIQASYLVEGRFSVPSGSSPGSQSDAEPRERLQLSFQDDDSISRKKSYVESQRLSNALSKQSALQMETAGPEEEPAGATESLQGQDLFNRASPLEQAQDSPIDFHLQSWMNNKEPKIVVLDAGKHFEDKTLKSDLSHTSLLENEKLILPTSLEDSSDDDIDDEMFYDDHLEAYFEQLAIPGMIYEDLEGPEPPEKGFKLPTNGLRQANENGSLNCKFQSENNSSLISLDSHSSETTHKESEES.... Result: 0 (no interaction). (8) The miRNA is hsa-miR-103b with sequence UCAUAGCCCUGUACAAUGCUGCU. The protein sequence of the target gene is MPEPGPDAAGTASAQPQPPPPPPPAPKESPFSIKNLLNGDHHRPPPKPQPPPRTLFAPASAAAAAAAAAAAAAKGALEGAAGFALSQVGDLAFPRFEIPAQRFALPAHYLERSPAWWYPYTLTPAGGHLPRPEASEKALLRDSSPASGTDRDSPEPLLKADPDHKELDSKSPDEIILEESDSEESKKEGEAAPGAAGASVGAAAATPGAEDWKKGAESPEKKPACRKKKTRTVFSRSQVFQLESTFDMKRYLSSSERAGLAASLHLTETQVKIWFQNRRNKWKRQLAAELEAANLSHAAA.... Result: 0 (no interaction). (9) The miRNA is dre-miR-199-5p with sequence CCCAGUGUUCAGACUACCUGUUC. The protein sequence of the target gene is MEIPVPVQPSWLRRASAPLPGFSAPGRLFDQRFGEGLLEAELASLCPAAIAPYYLRAPSVALPTAQVSTDSGYFSVLLDVKHFLPEEISVKVVDDHVEVHARHEERPDEHGFIAREFHRRYRLPPGVDPAAVTSALSPEGVLSIQATPASAQAQLPSPPAAK. Result: 0 (no interaction). (10) The miRNA is hsa-miR-193b-5p with sequence CGGGGUUUUGAGGGCGAGAUGA. The protein sequence of the target gene is MACARPLISVYSEKGESSGKNVTLPAVFKAPIRPDIVNFVHTNLRKNNRQPYAVSELAGHQTSAESWGTGRAVARIPRVRGGGTHRSGQGAFGNMCRGGRMFAPTKTWRRWHRRVNTTQKRYAICSALAASALPALVMSKGHRIEEVPELPLVVEDKVEGYKKTKEAVLLLKKLKAWNDIKKVYASQRMRAGKGKMRNRRRIQRRGPCIIYNEDNGIIKAFRNIPGITLLNVSKLNILKLAPGGHVGRFCIWTESAFRKLDELYGTWRKAASLKSNYNLPMHKMINTDLSRILKSPEIQR.... Result: 1 (interaction).